From a dataset of Catalyst prediction with 721,799 reactions and 888 catalyst types from USPTO. Predict which catalyst facilitates the given reaction. (1) Reactant: CC(C)(C)C([O:5][C:6]1[C:11](=[O:12])[N:10]([CH3:13])[C:9]([C:14]2[S:15][CH:16]=[CH:17][C:18]=2[CH:19]=[O:20])=[N:8][C:7]=1[C:21]([O:23]C)=[O:22])=O.[OH-].[Na+].Cl. Product: [CH:19]([C:18]1[CH:17]=[CH:16][S:15][C:14]=1[C:9]1[N:10]([CH3:13])[C:11](=[O:12])[C:6]([OH:5])=[C:7]([C:21]([OH:23])=[O:22])[N:8]=1)=[O:20]. The catalyst class is: 5. (2) Reactant: [CH3:1][C:2]1([CH3:14])[C:6]([CH3:8])([CH3:7])[O:5][B:4]([C:9]2[CH:10]=[N:11][NH:12][CH:13]=2)[O:3]1.[CH3:15][C:16]([O:19][C:20](O[C:20]([O:19][C:16]([CH3:18])([CH3:17])[CH3:15])=[O:21])=[O:21])([CH3:18])[CH3:17]. Product: [CH3:1][C:2]1([CH3:14])[C:6]([CH3:7])([CH3:8])[O:5][B:4]([C:9]2[CH:13]=[N:12][N:11]([C:20]([O:19][C:16]([CH3:18])([CH3:17])[CH3:15])=[O:21])[CH:10]=2)[O:3]1. The catalyst class is: 239. (3) Reactant: [C:1]([CH:3]([NH:9][C:10](=O)[CH2:11][CH3:12])[C:4]([O:6][CH2:7][CH3:8])=[O:5])#[N:2].COC1C=CC(P2(SP(C3C=CC(OC)=CC=3)(=S)S2)=[S:23])=CC=1. Product: [NH2:2][C:1]1[S:23][C:10]([CH2:11][CH3:12])=[N:9][C:3]=1[C:4]([O:6][CH2:7][CH3:8])=[O:5]. The catalyst class is: 17. (4) Reactant: [CH3:1][O:2][C:3]1[C:8]([O:9][CH3:10])=[CH:7][C:6]([C:11]#[C:12][Si](C)(C)C)=[CH:5][N:4]=1.[OH-].[Na+]. Product: [C:11]([C:6]1[CH:7]=[C:8]([O:9][CH3:10])[C:3]([O:2][CH3:1])=[N:4][CH:5]=1)#[CH:12]. The catalyst class is: 5. (5) Reactant: [BH4-].[CH2:2]([C:9]1[N:10]([CH3:15])[C:11]([SH:14])=[N:12][N:13]=1)[CH2:3][CH2:4][CH2:5][CH2:6][CH2:7][CH3:8].I[C:17]1[CH:36]=[CH:35][C:20]([CH2:21][NH:22][C:23]2[CH:28]=[CH:27][C:26]([CH2:29][C:30]([O:32][CH2:33][CH3:34])=[O:31])=[CH:25][CH:24]=2)=[C:19]([O:37][CH2:38][CH2:39][CH3:40])[CH:18]=1. Product: [CH2:33]([O:32][C:30](=[O:31])[CH2:29][C:26]1[CH:27]=[CH:28][C:23]([NH:22][CH2:21][C:20]2[CH:35]=[CH:36][C:17]([S:14][C:11]3[N:10]([CH3:15])[C:9]([CH2:2][CH2:3][CH2:4][CH2:5][CH2:6][CH2:7][CH3:8])=[N:13][N:12]=3)=[CH:18][C:19]=2[O:37][CH2:38][CH2:39][CH3:40])=[CH:24][CH:25]=1)[CH3:34]. The catalyst class is: 214.